Dataset: NCI-60 drug combinations with 297,098 pairs across 59 cell lines. Task: Regression. Given two drug SMILES strings and cell line genomic features, predict the synergy score measuring deviation from expected non-interaction effect. Synergy scores: CSS=1.93, Synergy_ZIP=-2.40, Synergy_Bliss=-7.14, Synergy_Loewe=-2.09, Synergy_HSA=-6.07. Drug 2: CS(=O)(=O)OCCCCOS(=O)(=O)C. Drug 1: C1CC(C1)(C(=O)O)C(=O)O.[NH2-].[NH2-].[Pt+2]. Cell line: UACC-257.